Dataset: Peptide-MHC class I binding affinity with 185,985 pairs from IEDB/IMGT. Task: Regression. Given a peptide amino acid sequence and an MHC pseudo amino acid sequence, predict their binding affinity value. This is MHC class I binding data. (1) The peptide sequence is PLTNQRYRV. The MHC is HLA-B27:03 with pseudo-sequence HLA-B27:03. The binding affinity (normalized) is 0.0847. (2) The binding affinity (normalized) is 0.272. The MHC is HLA-B44:02 with pseudo-sequence HLA-B44:02. The peptide sequence is KEGFFTYLCG. (3) The peptide sequence is NSDEQSLEY. The MHC is HLA-A30:01 with pseudo-sequence HLA-A30:01. The binding affinity (normalized) is 0.0847. (4) The peptide sequence is KYYLAYTSY. The MHC is HLA-A31:01 with pseudo-sequence HLA-A31:01. The binding affinity (normalized) is 0.0847. (5) The peptide sequence is SHNPNTTNNF. The MHC is Mamu-A20102 with pseudo-sequence Mamu-A20102. The binding affinity (normalized) is 0.970. (6) The binding affinity (normalized) is 0.769. The peptide sequence is TLATGPILTL. The MHC is HLA-A02:03 with pseudo-sequence HLA-A02:03. (7) The peptide sequence is TIDKSSPLY. The MHC is HLA-A68:01 with pseudo-sequence HLA-A68:01. The binding affinity (normalized) is 0.508. (8) The peptide sequence is SAWQGDTGI. The MHC is HLA-A02:01 with pseudo-sequence HLA-A02:01. The binding affinity (normalized) is 0.362. (9) The peptide sequence is IVSLCPTKK. The MHC is HLA-A02:02 with pseudo-sequence HLA-A02:02. The binding affinity (normalized) is 0. (10) The peptide sequence is GAITSAHFM. The MHC is HLA-B57:01 with pseudo-sequence HLA-B57:01. The binding affinity (normalized) is 0.396.